Predict the reactants needed to synthesize the given product. From a dataset of Full USPTO retrosynthesis dataset with 1.9M reactions from patents (1976-2016). (1) Given the product [C:14]1([C@H:20]([NH:22][CH2:10][C:9]2[CH:12]=[CH:13][C:6]([C:5]#[C:4][CH2:3][CH2:2][OH:1])=[CH:7][CH:8]=2)[CH3:21])[CH:19]=[CH:18][CH:17]=[CH:16][CH:15]=1, predict the reactants needed to synthesize it. The reactants are: [OH:1][CH2:2][CH2:3][C:4]#[C:5][C:6]1[CH:13]=[CH:12][C:9]([CH:10]=O)=[CH:8][CH:7]=1.[C:14]1([C@H:20]([NH2:22])[CH3:21])[CH:19]=[CH:18][CH:17]=[CH:16][CH:15]=1. (2) Given the product [ClH:47].[CH2:19]([N:21]1[C:25]([CH3:26])=[C:24]([CH2:27][N:16]2[CH2:17][CH2:18][N:13]([C:8]3[C:7]([C:1]4[CH:2]=[CH:3][CH:4]=[CH:5][CH:6]=4)=[N:12][CH:11]=[CH:10][N:9]=3)[CH2:14][CH2:15]2)[CH:23]=[N:22]1)[CH3:20], predict the reactants needed to synthesize it. The reactants are: [C:1]1([C:7]2[C:8]([N:13]3[CH2:18][CH2:17][NH:16][CH2:15][CH2:14]3)=[N:9][CH:10]=[CH:11][N:12]=2)[CH:6]=[CH:5][CH:4]=[CH:3][CH:2]=1.[CH2:19]([N:21]1[C:25]([CH3:26])=[C:24]([CH:27]=O)[CH:23]=[N:22]1)[CH3:20].C(O[BH-](OC(=O)C)OC(=O)C)(=O)C.[Na+].C(O)(=O)C.[Cl:47]CCCl. (3) Given the product [CH3:21][C:22]1[NH:26][N:25]=[C:24]([O:27][C@@H:28]2[O:36][C@H:35]([CH:37]([C:39](=[O:41])[CH3:40])[OH:38])[C@@:33]([C:42](=[O:44])[CH3:43])([OH:34])[C@:31]([C:45](=[O:47])[CH3:46])([OH:32])[C@@:29]2([C:48](=[O:50])[CH3:49])[OH:30])[C:23]=1[CH2:51][C:52]1[CH:57]=[CH:56][C:55]([C:58]2[CH:63]=[CH:62][CH:61]=[CH:60][N:59]=2)=[CH:54][CH:53]=1.[C@@H:28]1([O:7][C:4]2[C:3]([CH2:8][C:9]3[CH:14]=[CH:13][C:12]([C:15]4[CH:20]=[CH:19][CH:18]=[CH:17][N:16]=4)=[CH:11][CH:10]=3)=[C:2]([CH3:1])[NH:6][N:5]=2)[O:36][C@H:35]([CH2:37][OH:38])[C@@H:33]([OH:34])[C@H:31]([OH:32])[C@H:29]1[OH:30], predict the reactants needed to synthesize it. The reactants are: [CH3:1][C:2]1[NH:6][NH:5][C:4](=[O:7])[C:3]=1[CH2:8][C:9]1[CH:14]=[CH:13][C:12]([C:15]2[CH:20]=[CH:19][CH:18]=[CH:17][N:16]=2)=[CH:11][CH:10]=1.[CH3:21][C:22]1[NH:26][N:25]=[C:24]([O:27][C@@H:28]2[O:36][C@H:35]([CH:37]([C:39](=[O:41])[CH3:40])[OH:38])[C@@:33]([C:42](=[O:44])[CH3:43])([OH:34])[C@:31]([C:45](=[O:47])[CH3:46])([OH:32])[C@@:29]2([C:48](=[O:50])[CH3:49])[OH:30])[C:23]=1[CH2:51][C:52]1[CH:57]=[CH:56][C:55]([C:58]2[CH:63]=[CH:62][CH:61]=[CH:60][N:59]=2)=[CH:54][CH:53]=1. (4) Given the product [Cl:19][C:17]1[S:16][C:10]2[CH:11]=[C:12]([C:21]3[NH:25][C:24]([CH:26]=[O:34])=[C:23]([O:32][CH3:33])[CH:22]=3)[N:8]([C:6]([O:5][C:1]([CH3:4])([CH3:3])[CH3:2])=[O:7])[C:9]=2[CH:18]=1, predict the reactants needed to synthesize it. The reactants are: [C:1]([O:5][C:6]([N:8]1[C:12](B(O)O)=[CH:11][C:10]2[S:16][C:17]([Cl:19])=[CH:18][C:9]1=2)=[O:7])([CH3:4])([CH3:3])[CH3:2].Br[C:21]1[CH:22]=[C:23]([O:32][CH3:33])[C:24](=[CH:26]N(CC)CC)[N:25]=1.[O-:34]P([O-])([O-])=O.[K+].[K+].[K+].Cl. (5) Given the product [O:4]1[CH:12]2[CH:11]1[CH2:10][N:9]([C:14]([O:16][CH2:17][C:18]1[CH:23]=[CH:22][CH:21]=[CH:20][CH:19]=1)=[O:15])[CH2:13]2, predict the reactants needed to synthesize it. The reactants are: C1C(=O)N(Br)C(=[O:4])C1.[N:9]1([C:14]([O:16][CH2:17][C:18]2[CH:23]=[CH:22][CH:21]=[CH:20][CH:19]=2)=[O:15])[CH2:13][CH:12]=[CH:11][CH2:10]1.[OH-].[Na+].